This data is from Catalyst prediction with 721,799 reactions and 888 catalyst types from USPTO. The task is: Predict which catalyst facilitates the given reaction. Reactant: C(N(CC)CC)C.O[C:9]([CH2:11][CH2:12][C:13]1[CH:18]=[CH:17][C:16]([NH:19][C:20]2[C:21](=[O:35])[NH:22][C:23](=[O:34])[C:24]=2[C:25]2[CH:30]=[CH:29][CH:28]=[C:27]([N+:31]([O-:33])=[O:32])[CH:26]=2)=[CH:15][CH:14]=1)=[O:10].Cl.[NH2:37][CH2:38][CH2:39][CH2:40][CH2:41][CH2:42][CH2:43][NH:44][C:45](=[O:47])[CH3:46].Cl.CN(C)CCCN=C=NCC.ON1C2C=CC=CC=2N=N1. Product: [C:45]([NH:44][CH2:43][CH2:42][CH2:41][CH2:40][CH2:39][CH2:38][NH:37][C:9]([CH2:11][CH2:12][C:13]1[CH:14]=[CH:15][C:16]([NH:19][C:20]2[C:21](=[O:35])[NH:22][C:23](=[O:34])[C:24]=2[C:25]2[CH:30]=[CH:29][CH:28]=[C:27]([N+:31]([O-:33])=[O:32])[CH:26]=2)=[CH:17][CH:18]=1)=[O:10])(=[O:47])[CH3:46]. The catalyst class is: 42.